Dataset: Forward reaction prediction with 1.9M reactions from USPTO patents (1976-2016). Task: Predict the product of the given reaction. (1) Given the reactants Cl[C:2]1[N:7]=[C:6]([NH:8][C:9]([CH:11]2[CH2:13][CH2:12]2)=[O:10])[CH:5]=[N:4][C:3]=1[C:14]1[CH:19]=[CH:18][N:17]=[CH:16][C:15]=1[Cl:20].C([Sn](CCCC)(CCCC)[C:26]1[CH:31]=[CH:30][CH:29]=[CH:28][N:27]=1)CCC, predict the reaction product. The product is: [Cl:20][C:15]1[CH:16]=[N:17][CH:18]=[CH:19][C:14]=1[C:3]1[N:4]=[CH:5][C:6]([NH:8][C:9]([CH:11]2[CH2:13][CH2:12]2)=[O:10])=[N:7][C:2]=1[C:26]1[CH:31]=[CH:30][CH:29]=[CH:28][N:27]=1. (2) Given the reactants [O:1]=[CH:2][C@@H:3]([C@H:5]([C@@H:7]([C@@H:9]([C:11]([OH:13])=[O:12])[OH:10])[OH:8])[OH:6])[OH:4].O.C(O)(C)C.[CH:19]1[C:20]([CH2:28][C@@H:29]([NH2:46])[CH2:30][C:31]([N:33]2[CH2:45][C:37]3=[N:38][N:39]=[C:40]([C:41]([F:44])([F:43])[F:42])[N:36]3[CH2:35][CH2:34]2)=[O:32])=[C:21]([F:27])[CH:22]=[C:23]([F:26])[C:24]=1[F:25], predict the reaction product. The product is: [CH:19]1[C:20]([CH2:28][C@@H:29]([NH2:46])[CH2:30][C:31]([N:33]2[CH2:45][C:37]3=[N:38][N:39]=[C:40]([C:41]([F:44])([F:43])[F:42])[N:36]3[CH2:35][CH2:34]2)=[O:32])=[C:21]([F:27])[CH:22]=[C:23]([F:26])[C:24]=1[F:25].[O:1]=[CH:2][C@@H:3]([C@H:5]([C@@H:7]([C@@H:9]([C:11]([O-:13])=[O:12])[OH:10])[OH:8])[OH:6])[OH:4].